This data is from Forward reaction prediction with 1.9M reactions from USPTO patents (1976-2016). The task is: Predict the product of the given reaction. (1) Given the reactants [OH:1][CH2:2][C:3]1[CH:4]=[CH:5][C:6]([N:9]2[CH:13]=[CH:12][C:11]([CH:14]([C:16]3[CH:33]=[CH:32][C:19]4[N:20]([CH2:24][O:25][CH2:26][CH2:27][Si:28]([CH3:31])([CH3:30])[CH3:29])[C:21](=[O:23])[S:22][C:18]=4[CH:17]=3)[CH3:15])=[N:10]2)=[N:7][CH:8]=1, predict the reaction product. The product is: [O:23]=[C:21]1[N:20]([CH2:24][O:25][CH2:26][CH2:27][Si:28]([CH3:31])([CH3:30])[CH3:29])[C:19]2[CH:32]=[CH:33][C:16]([CH:14]([C:11]3[CH:12]=[CH:13][N:9]([C:6]4[N:7]=[CH:8][C:3]([CH:2]=[O:1])=[CH:4][CH:5]=4)[N:10]=3)[CH3:15])=[CH:17][C:18]=2[S:22]1. (2) Given the reactants [F:1][C:2]([F:36])([F:35])[C:3]1[CH:4]=[C:5]([C:13]([CH3:34])([CH3:33])[C:14]([N:16]([C:18]2[CH:19]=[N:20][C:21](Cl)=[CH:22][C:23]=2[C:24]2[CH:29]=[CH:28][C:27]([F:30])=[CH:26][C:25]=2[CH3:31])[CH3:17])=[O:15])[CH:6]=[C:7]([C:9]([F:12])([F:11])[F:10])[CH:8]=1.[CH2:37]1[NH:42][CH2:41][C:40](=[O:43])[N:39]2[CH2:44][CH2:45][CH2:46][C@H:38]12.C(=O)([O-])[O-].[K+].[K+].[NH4+].[Cl-], predict the reaction product. The product is: [F:1][C:2]([F:36])([F:35])[C:3]1[CH:4]=[C:5]([C:13]([CH3:34])([CH3:33])[C:14]([N:16]([C:18]2[CH:19]=[N:20][C:21]([N:42]3[CH2:41][C:40](=[O:43])[N:39]4[CH2:44][CH2:45][CH2:46][C@@H:38]4[CH2:37]3)=[CH:22][C:23]=2[C:24]2[CH:29]=[CH:28][C:27]([F:30])=[CH:26][C:25]=2[CH3:31])[CH3:17])=[O:15])[CH:6]=[C:7]([C:9]([F:12])([F:11])[F:10])[CH:8]=1. (3) Given the reactants [NH2:1][CH2:2][CH2:3][NH:4][CH2:5][CH2:6][NH2:7].F[C:9](F)(F)[C:10]([O:12]CC)=[O:11].C([O:19][C:20](=[O:23])[CH2:21]Br)C.[H-].[Na+], predict the reaction product. The product is: [CH2:3]([N:4]([CH2:9][C:10]([OH:12])=[O:11])[CH2:5][CH2:6][N:7]([CH2:21][C:20]([OH:19])=[O:23])[CH2:9][C:10]([OH:12])=[O:11])[CH2:2][N:1]([CH2:9][C:10]([OH:12])=[O:11])[CH2:9][C:10]([OH:12])=[O:11]. (4) Given the reactants [CH3:1][O:2][C:3]1[CH:8]=[CH:7][CH:6]=[CH:5][C:4]=1[C:9]1([C:13]#[N:14])[CH2:12][CH2:11][CH2:10]1.S(=O)(=O)(O)[OH:16].O, predict the reaction product. The product is: [CH3:1][O:2][C:3]1[CH:8]=[CH:7][CH:6]=[CH:5][C:4]=1[C:9]1([C:13]([NH2:14])=[O:16])[CH2:12][CH2:11][CH2:10]1. (5) Given the reactants [Br:1][C:2]1[CH:3]=[C:4]([CH:8]=[CH:9][C:10]=1[CH3:11])[C:5](O)=[O:6].C(Cl)(=O)C(Cl)=O.C(Cl)Cl.C[N:22](C=O)C, predict the reaction product. The product is: [Br:1][C:2]1[CH:3]=[C:4]([CH:8]=[CH:9][C:10]=1[CH3:11])[C:5]([NH2:22])=[O:6]. (6) The product is: [Cl:30][C:11]1([C:19]2[C:20]([O:25][CH2:26][CH3:27])=[N:21][CH:22]=[CH:23][CH:24]=2)[C:10]2[C:14](=[CH:15][CH:16]=[C:8]([Cl:7])[CH:9]=2)[NH:13][C:12]1=[O:17]. Given the reactants N1C=CC=CC=1.[Cl:7][C:8]1[CH:9]=[C:10]2[C:14](=[CH:15][CH:16]=1)[NH:13][C:12](=[O:17])[C:11]2([C:19]1[C:20]([O:25][CH2:26][CH3:27])=[N:21][CH:22]=[CH:23][CH:24]=1)O.S(Cl)([Cl:30])=O, predict the reaction product. (7) Given the reactants [O:1]=[C:2]1[N:6]([C:7]2[CH:8]=[CH:9][C:10]3[C:16](=O)[CH:15]([C:18](=O)[CH2:19][CH3:20])[CH2:14][CH2:13][O:12][C:11]=3[CH:22]=2)[CH2:5][C@H:4]([CH2:23][NH:24][C:25](=[O:27])[CH3:26])[O:3]1.Cl.[NH2:29][NH2:30].C(=O)(O)[O-].[Na+], predict the reaction product. The product is: [CH2:19]([C:18]1[C:15]2[CH2:14][CH2:13][O:12][C:11]3[CH:22]=[C:7]([N:6]4[CH2:5][C@H:4]([CH2:23][NH:24][C:25](=[O:27])[CH3:26])[O:3][C:2]4=[O:1])[CH:8]=[CH:9][C:10]=3[C:16]=2[NH:30][N:29]=1)[CH3:20].